Dataset: Full USPTO retrosynthesis dataset with 1.9M reactions from patents (1976-2016). Task: Predict the reactants needed to synthesize the given product. (1) Given the product [Cl:1][C:2]1[CH:7]=[CH:6][N:5]=[C:4]([C:8]([N:16]2[CH2:17][CH2:18][N:13]([CH2:11][CH3:12])[CH2:14][CH2:15]2)=[O:9])[CH:3]=1, predict the reactants needed to synthesize it. The reactants are: [Cl:1][C:2]1[CH:7]=[CH:6][N:5]=[C:4]([C:8](Cl)=[O:9])[CH:3]=1.[CH2:11]([N:13]1[CH2:18][CH2:17][NH:16][CH2:15][CH2:14]1)[CH3:12]. (2) Given the product [CH2:18]([NH:21][C:2]1[CH:7]=[C:6]([C:8]2[NH:12][C:11]3[CH:13]=[CH:14][CH:15]=[C:16]([NH2:17])[C:10]=3[N:9]=2)[CH:5]=[CH:4][N:3]=1)[CH2:19][CH3:20], predict the reactants needed to synthesize it. The reactants are: Cl[C:2]1[CH:7]=[C:6]([C:8]2[NH:12][C:11]3[CH:13]=[CH:14][CH:15]=[C:16]([NH2:17])[C:10]=3[N:9]=2)[CH:5]=[CH:4][N:3]=1.[CH2:18]([NH2:21])[CH2:19][CH3:20].O.